From a dataset of Forward reaction prediction with 1.9M reactions from USPTO patents (1976-2016). Predict the product of the given reaction. Given the reactants O=C1C2C(=CC=CC=2)C(=O)[N:3]1[CH2:12][C@@H:13]1[CH2:19][C@H:18]2[C@H:16]([CH2:17]2)[CH2:15][N:14]1[C:20]([O:22][C:23]([CH3:26])([CH3:25])[CH3:24])=[O:21].NN, predict the reaction product. The product is: [NH2:3][CH2:12][C@@H:13]1[CH2:19][C@H:18]2[C@H:16]([CH2:17]2)[CH2:15][N:14]1[C:20]([O:22][C:23]([CH3:26])([CH3:25])[CH3:24])=[O:21].